This data is from Peptide-MHC class II binding affinity with 134,281 pairs from IEDB. The task is: Regression. Given a peptide amino acid sequence and an MHC pseudo amino acid sequence, predict their binding affinity value. This is MHC class II binding data. (1) The peptide sequence is GPKEPFRDYVDRFYKTLR. The MHC is DRB1_0701 with pseudo-sequence DRB1_0701. The binding affinity (normalized) is 0.266. (2) The peptide sequence is AIVYYSMYGHIKKMA. The MHC is HLA-DPA10301-DPB10402 with pseudo-sequence HLA-DPA10301-DPB10402. The binding affinity (normalized) is 0.540. (3) The MHC is DRB1_0901 with pseudo-sequence DRB1_0901. The binding affinity (normalized) is 0. The peptide sequence is VGDDSGGFSTTVSTE.